Dataset: Catalyst prediction with 721,799 reactions and 888 catalyst types from USPTO. Task: Predict which catalyst facilitates the given reaction. (1) Reactant: [CH2:1]([O:3][C:4]([C:6]1[S:7][CH:8]=[C:9]([C:11]([OH:13])=O)[N:10]=1)=[O:5])[CH3:2].CN(C(ON1N=NC2C=CC=NC1=2)=[N+](C)C)C.F[P-](F)(F)(F)(F)F.CCN(C(C)C)C(C)C.[F:47][CH:48]1[CH2:53][CH2:52][NH:51][CH2:50][CH2:49]1. Product: [F:47][CH:48]1[CH2:53][CH2:52][N:51]([C:11]([C:9]2[N:10]=[C:6]([C:4]([O:3][CH2:1][CH3:2])=[O:5])[S:7][CH:8]=2)=[O:13])[CH2:50][CH2:49]1. The catalyst class is: 18. (2) Reactant: [NH2:1][C:2]1[C:11]2[N:12]=[C:13]([CH2:18][O:19][CH2:20][CH3:21])[N:14]([CH2:15][CH2:16][CH3:17])[C:10]=2[C:9]2[CH:8]=[C:7]([O:22][CH:23]3[CH2:28][CH2:27][N:26](C(OC(C)(C)C)=O)[CH2:25][CH2:24]3)[CH:6]=[CH:5][C:4]=2[N:3]=1.Cl.O. Product: [CH2:20]([O:19][CH2:18][C:13]1[N:14]([CH2:15][CH2:16][CH3:17])[C:10]2[C:9]3[CH:8]=[C:7]([O:22][CH:23]4[CH2:24][CH2:25][NH:26][CH2:27][CH2:28]4)[CH:6]=[CH:5][C:4]=3[N:3]=[C:2]([NH2:1])[C:11]=2[N:12]=1)[CH3:21]. The catalyst class is: 8. (3) Reactant: [F:1][C:2]1[C:3]([C:16]2[CH:21]=[CH:20][CH:19]=[CH:18][CH:17]=2)=[N:4][N:5]([C:7]2[N:15]=[CH:14][CH:13]=[CH:12][C:8]=2[C:9]([OH:11])=O)[CH:6]=1.[Cl-].[CH:23]1([NH:26][C:27](=[O:39])[CH:28]([OH:38])[CH:29]([NH3+:37])[CH2:30][C:31]2[CH:36]=[CH:35][CH:34]=[CH:33][CH:32]=2)[CH2:25][CH2:24]1.ClCCl. Product: [CH:23]1([NH:26][C:27](=[O:39])[CH:28]([OH:38])[CH:29]([NH:37][C:9](=[O:11])[C:8]2[CH:12]=[CH:13][CH:14]=[N:15][C:7]=2[N:5]2[CH:6]=[C:2]([F:1])[C:3]([C:16]3[CH:21]=[CH:20][CH:19]=[CH:18][CH:17]=3)=[N:4]2)[CH2:30][C:31]2[CH:36]=[CH:35][CH:34]=[CH:33][CH:32]=2)[CH2:24][CH2:25]1. The catalyst class is: 605. (4) Reactant: [C:1]([O:5][C:6](=[O:29])[C@H:7]([CH2:24][CH2:25][CH2:26][CH2:27][CH3:28])[C@@H:8]([O:15]C(=O)C1C=CC=CC=1)[CH2:9][CH2:10][CH2:11][CH2:12][CH2:13][CH3:14])([CH3:4])([CH3:3])[CH3:2].CCCC[Sn](O[Sn](CCCC)(CCCC)CCCC)(CCCC)CCCC. Product: [C:1]([O:5][C:6](=[O:29])[C@H:7]([CH2:24][CH2:25][CH2:26][CH2:27][CH3:28])[C@@H:8]([OH:15])[CH2:9][CH2:10][CH2:11][CH2:12][CH2:13][CH3:14])([CH3:3])([CH3:4])[CH3:2]. The catalyst class is: 11. (5) Reactant: [Br:1][C:2]1[CH:7]=[CH:6][C:5]([OH:8])=[CH:4][CH:3]=1.[CH3:9][O:10][C:11]1[CH:16]=[CH:15][C:14](B(O)O)=[CH:13][CH:12]=1.N1C=CC=CC=1. Product: [Br:1][C:2]1[CH:7]=[CH:6][C:5]([O:8][C:14]2[CH:15]=[CH:16][C:11]([O:10][CH3:9])=[CH:12][CH:13]=2)=[CH:4][CH:3]=1. The catalyst class is: 749. (6) Reactant: [OH:1][C:2]1[CH:3]=[CH:4][C:5]([CH3:11])=[C:6]([CH:10]=1)[C:7]([OH:9])=[O:8].CO.[CH3:14][Si](C=[N+]=[N-])(C)C.C(OCC)C. Product: [OH:1][C:2]1[CH:3]=[CH:4][C:5]([CH3:11])=[C:6]([CH:10]=1)[C:7]([O:9][CH3:14])=[O:8]. The catalyst class is: 4.